Predict the reaction yield, written as a fraction of the theoretical maximum amount of product (1.0 means a 100% yield; for example, 0.34 means a 34% yield). From a dataset of Reaction yield outcomes from USPTO patents with 853,638 reactions. (1) The reactants are [OH:1][C:2]1[CH:3]=[C:4]([CH:7]=[CH:8][CH:9]=1)[CH:5]=[O:6].I[CH:11]([CH3:13])[CH3:12].C(=O)([O-])[O-].[K+].[K+].O. The catalyst is C(O)(C)C. The product is [CH:11]([O:1][C:2]1[CH:3]=[C:4]([CH:7]=[CH:8][CH:9]=1)[CH:5]=[O:6])([CH3:13])[CH3:12]. The yield is 0.670. (2) The reactants are [Br:1][C:2]1[CH:3]=[C:4]([N+:9]([O-])=O)[C:5]([Cl:8])=[N:6][CH:7]=1.[CH:12]([Mg]Br)=[CH2:13].[NH4+].[Cl-]. The catalyst is C1COCC1. The product is [Br:1][C:2]1[CH:7]=[N:6][C:5]([Cl:8])=[C:4]2[NH:9][CH:12]=[CH:13][C:3]=12. The yield is 0.310. (3) The reactants are [Cl:1][C:2]1[CH:7]=[CH:6][C:5]([OH:8])=[CH:4][C:3]=1[C:9]([F:12])([F:11])[F:10].[F:13][C:14]1[CH:15]=[C:16]([CH:19]=[C:20]([F:23])[C:21]=1F)[CH:17]=[O:18].C([O-])([O-])=O.[K+].[K+]. The catalyst is CN(C=O)C. The product is [Cl:1][C:2]1[CH:7]=[CH:6][C:5]([O:8][C:21]2[C:14]([F:13])=[CH:15][C:16]([CH:17]=[O:18])=[CH:19][C:20]=2[F:23])=[CH:4][C:3]=1[C:9]([F:10])([F:11])[F:12]. The yield is 0.790. (4) The reactants are C([BH3-])#N.[Na+].C(O)(=O)C.[CH3:9][S:10]([N:13]1[C:21]2[C:16](=[CH:17][C:18]([NH2:22])=[CH:19][CH:20]=2)[CH:15]=[N:14]1)(=[O:12])=[O:11].[CH2:23]([N:26]1[CH:31]2[CH2:32][CH2:33][CH:27]1[CH2:28][C:29](=O)[CH2:30]2)[CH2:24][CH3:25].[OH-].[Na+]. The catalyst is CO. The product is [CH3:9][S:10]([N:13]1[C:21]2[C:16](=[CH:17][C:18]([NH:22][CH:29]3[CH2:28][CH:27]4[N:26]([CH2:23][CH2:24][CH3:25])[CH:31]([CH2:32][CH2:33]4)[CH2:30]3)=[CH:19][CH:20]=2)[CH:15]=[N:14]1)(=[O:11])=[O:12]. The yield is 0.0300. (5) The reactants are [C:1]([O:5][C:6]([NH:8][C@@H:9]([CH2:25][C:26]1[CH:31]=[CH:30][C:29]([O:32][C:33](=[O:38])[C:34]([CH3:37])([CH3:36])[CH3:35])=[C:28]([O:39][C:40](=[O:45])[C:41]([CH3:44])([CH3:43])[CH3:42])[CH:27]=1)[C:10]([O:12][C@H:13]([CH3:24])[CH2:14][O:15][C:16]([C:18]1[CH:23]=[CH:22][CH:21]=[CH:20][CH:19]=1)=[O:17])=[O:11])=[O:7])([CH3:4])([CH3:3])[CH3:2].[ClH:46]. The catalyst is O1CCOCC1. The product is [ClH:46].[C:1]([O:5][C:6]([NH:8][C@@H:9]([CH2:25][C:26]1[CH:31]=[CH:30][C:29]([O:32][C:33](=[O:38])[C:34]([CH3:36])([CH3:35])[CH3:37])=[C:28]([O:39][C:40](=[O:45])[C:41]([CH3:44])([CH3:43])[CH3:42])[CH:27]=1)[C:10]([O:12][C@H:13]([CH3:24])[CH2:14][O:15][C:16]([C:18]1[CH:23]=[CH:22][CH:21]=[CH:20][CH:19]=1)=[O:17])=[O:11])=[O:7])([CH3:2])([CH3:3])[CH3:4]. The yield is 0.980.